This data is from Catalyst prediction with 721,799 reactions and 888 catalyst types from USPTO. The task is: Predict which catalyst facilitates the given reaction. (1) The catalyst class is: 78. Product: [CH2:9]([N:6]1[CH:7]=[CH:8][C:4]([NH2:1])=[N:5]1)[CH:10]([CH3:12])[CH3:11]. Reactant: [N+:1]([C:4]1[CH:8]=[CH:7][N:6]([CH2:9][CH:10]([CH3:12])[CH3:11])[N:5]=1)([O-])=O.CO.[H][H]. (2) Reactant: [OH:1][CH2:2][CH2:3][CH:4]1[CH2:9][N:8]([C:10]([O:12][CH2:13][C:14]2[CH:19]=[CH:18][CH:17]=[CH:16][CH:15]=2)=[O:11])[CH2:7][CH2:6][N:5]1[C:20]([O:22][CH2:23][C:24]1[CH:29]=[CH:28][CH:27]=[CH:26][CH:25]=1)=[O:21].CC(C)=[O:32].OS(O)(=O)=O.O=[Cr](=O)=O. Product: [CH2:23]([O:22][C:20]([N:5]1[CH2:6][CH2:7][N:8]([C:10]([O:12][CH2:13][C:14]2[CH:19]=[CH:18][CH:17]=[CH:16][CH:15]=2)=[O:11])[CH2:9][CH:4]1[CH2:3][C:2]([OH:32])=[O:1])=[O:21])[C:24]1[CH:25]=[CH:26][CH:27]=[CH:28][CH:29]=1. The catalyst class is: 21. (3) Reactant: [Cl:1][C:2]1[C:6]([NH2:7])=[CH:5][NH:4][N:3]=1.Cl.O1CCCC1.C(=O)(O)[O-].[Na+].[Cl:19][CH2:20][CH2:21][C:22](Cl)=[O:23]. Product: [Cl:19][CH2:20][CH2:21][C:22]([NH:7][C:6]1[C:2]([Cl:1])=[N:3][NH:4][CH:5]=1)=[O:23]. The catalyst class is: 84. (4) Reactant: N1C=CC=CC=1.[F:7][C:8]1[CH:13]=[CH:12][C:11]([NH2:14])=[CH:10][C:9]=1[N+:15]([O-:17])=[O:16].[F:18][C:19]1[CH:24]=[CH:23][C:22]([S:25](Cl)(=[O:27])=[O:26])=[CH:21][CH:20]=1. Product: [F:18][C:19]1[CH:24]=[CH:23][C:22]([S:25]([NH:14][C:11]2[CH:12]=[CH:13][C:8]([F:7])=[C:9]([N+:15]([O-:17])=[O:16])[CH:10]=2)(=[O:27])=[O:26])=[CH:21][CH:20]=1. The catalyst class is: 2.